From a dataset of Forward reaction prediction with 1.9M reactions from USPTO patents (1976-2016). Predict the product of the given reaction. Given the reactants [C:1]1([S:7]([CH2:10][C:11]2[C:16]([C:17]([O:19][CH3:20])=[O:18])=[C:15]([OH:21])[C:14](Br)=[CH:13][CH:12]=2)(=[O:9])=[O:8])[CH:6]=[CH:5][CH:4]=[CH:3][CH:2]=1.[CH:23]([C:25]1[O:26][CH:27]=[CH:28][C:29]=1B1OC(C)(C)C(C)(C)O1)=[O:24], predict the reaction product. The product is: [C:1]1([S:7]([CH2:10][C:11]2[C:16]([C:17]([O:19][CH3:20])=[O:18])=[C:15]([OH:21])[C:14]([C:29]3[CH:28]=[CH:27][O:26][C:25]=3[CH:23]=[O:24])=[CH:13][CH:12]=2)(=[O:9])=[O:8])[CH:6]=[CH:5][CH:4]=[CH:3][CH:2]=1.